This data is from Catalyst prediction with 721,799 reactions and 888 catalyst types from USPTO. The task is: Predict which catalyst facilitates the given reaction. (1) Reactant: [NH2:1][C@H:2]1[CH2:7][CH2:6][N:5]([CH2:8][CH:9]2[C:13]3=[C:14]([Cl:22])[CH:15]=[N:16][C:17]4[CH:18]=[CH:19][C:20](=[O:21])[N:11]([C:12]=43)[CH2:10]2)[CH2:4][C@H:3]1[OH:23].[S:24]1[C:32]2[CH:31]=[C:30]([CH:33]=O)[N:29]=[CH:28][C:27]=2[O:26][CH2:25]1.Cl.Cl.C(OCC)C. Product: [ClH:22].[Cl:22][C:14]1[CH:15]=[N:16][C:17]2[CH:18]=[CH:19][C:20](=[O:21])[N:11]3[CH2:10][CH:9]([CH2:8][N:5]4[CH2:6][CH2:7][C@H:2]([NH:1][CH2:33][C:30]5[N:29]=[CH:28][C:27]6[O:26][CH2:25][S:24][C:32]=6[CH:31]=5)[C@H:3]([OH:23])[CH2:4]4)[C:13]=1[C:12]=23. The catalyst class is: 22. (2) Reactant: C[O:2][C:3]([C@H:5]1[CH2:10][CH2:9][C@H:8]([C:11]2[N:15]3[CH:16]=[CH:17][N:18]=[C:19]([NH2:20])[C:14]3=[C:13]([C:21]3[CH:26]=[CH:25][C:24]([O:27][C:28]4[CH:33]=[CH:32][CH:31]=[CH:30][CH:29]=4)=[CH:23][CH:22]=3)[N:12]=2)[CH2:7][CH2:6]1)=O.[H-].[H-].[H-].[H-].[Li+].[Al+3].C([O-])(O)=O.[Na+]. Product: [NH2:20][C:19]1[C:14]2[N:15]([C:11]([C@H:8]3[CH2:7][CH2:6][C@H:5]([CH2:3][OH:2])[CH2:10][CH2:9]3)=[N:12][C:13]=2[C:21]2[CH:22]=[CH:23][C:24]([O:27][C:28]3[CH:33]=[CH:32][CH:31]=[CH:30][CH:29]=3)=[CH:25][CH:26]=2)[CH:16]=[CH:17][N:18]=1. The catalyst class is: 1. (3) Reactant: Cl[C:2]1[N:11]2[N:12]=[CH:13][N:14]=[C:10]2[C:9]2[CH:8]=[C:7]([Cl:15])[CH:6]=[CH:5][C:4]=2[N:3]=1.[NH:16]1[CH2:21][CH2:20][NH:19][CH2:18][CH2:17]1. Product: [Cl:15][C:7]1[CH:6]=[CH:5][C:4]2[N:3]=[C:2]([N:16]3[CH2:21][CH2:20][NH:19][CH2:18][CH2:17]3)[N:11]3[N:12]=[CH:13][N:14]=[C:10]3[C:9]=2[CH:8]=1. The catalyst class is: 14. (4) Reactant: [F:1][C:2]1[CH:3]=[C:4]([C:11]2[CH:16]=[CH:15][C:14]([O:17][CH2:18][CH:19]3[CH2:24][CH2:23][N:22]([CH2:25][C:26]([F:29])([CH3:28])[CH3:27])[CH2:21][CH2:20]3)=[C:13]([F:30])[CH:12]=2)[CH:5]=[CH:6][C:7]=1C(O)=O.N1CCC[C@H]1[C:36]([NH2:38])=[O:37].CCN(C(C)C)C(C)C.CCN=C=N[CH2:53][CH2:54][CH2:55][N:56]([CH3:58])[CH3:57].C1C=CC2N([OH:68])N=NC=2C=1. Product: [F:1][C:2]1[CH:7]=[CH:6][CH:5]=[C:4]([C:11]2[CH:16]=[CH:15][C:14]([O:17][CH2:18][CH:19]3[CH2:24][CH2:23][N:22]([CH2:25][C:26]([F:29])([CH3:27])[CH3:28])[CH2:21][CH2:20]3)=[C:13]([F:30])[CH:12]=2)[C:3]=1[C:58]([N:56]1[CH2:55][CH2:54][CH2:53][C@H:57]1[C:36]([NH2:38])=[O:37])=[O:68]. The catalyst class is: 18. (5) Reactant: C[O:2][C:3]([C:5]1[C:10]2[O:11][CH2:12][CH2:13][CH2:14][CH2:15][C:9]=2[CH:8]=[C:7]([C:16]2[CH:21]=[C:20]([C:22](=[O:25])[NH:23][CH3:24])[CH:19]=[C:18]([F:26])[CH:17]=2)[CH:6]=1)=[O:4].[OH-].[K+]. Product: [F:26][C:18]1[CH:17]=[C:16]([C:7]2[CH:6]=[C:5]([C:3]([OH:4])=[O:2])[C:10]3[O:11][CH2:12][CH2:13][CH2:14][CH2:15][C:9]=3[CH:8]=2)[CH:21]=[C:20]([C:22](=[O:25])[NH:23][CH3:24])[CH:19]=1. The catalyst class is: 5. (6) Reactant: [CH2:1]1[C:9]2[C:4](=[CH:5][C:6]([N:10]=[C:11]=[S:12])=[CH:7][CH:8]=2)[CH2:3][CH2:2]1.Cl.[CH3:14][NH:15][O:16][CH2:17][C:18]([OH:20])=[O:19].C(N(CC)CC)C. Product: [CH2:1]1[C:9]2[C:4](=[CH:5][C:6]([NH:10][C:11]([N:15]([CH3:14])[O:16][CH2:17][C:18]([OH:20])=[O:19])=[S:12])=[CH:7][CH:8]=2)[CH2:3][CH2:2]1. The catalyst class is: 22. (7) Reactant: C([O:4][C@H:5]([CH2:15][O:16][CH2:17][C:18]1[CH:23]=[CH:22][CH:21]=[CH:20][CH:19]=1)[C@H:6]([C:8]1[CH:13]=[CH:12][CH:11]=[CH:10][C:9]=1[Cl:14])[OH:7])(=O)C.C([O-])([O-])=O.[K+].[K+]. Product: [CH2:17]([O:16][CH2:15][C@@H:5]([OH:4])[C@H:6]([C:8]1[CH:13]=[CH:12][CH:11]=[CH:10][C:9]=1[Cl:14])[OH:7])[C:18]1[CH:19]=[CH:20][CH:21]=[CH:22][CH:23]=1. The catalyst class is: 24.